From a dataset of Full USPTO retrosynthesis dataset with 1.9M reactions from patents (1976-2016). Predict the reactants needed to synthesize the given product. (1) Given the product [N:25]1[CH2:26][CH2:27][CH2:28][C:5]=1[C:6]1[CH:7]=[C:8]([CH:9]=[CH:10][CH:11]=1)[O:12][CH2:13][CH2:14][CH2:15][N:16]1[CH2:21][CH2:20][CH2:19][CH2:18][CH2:17]1, predict the reactants needed to synthesize it. The reactants are: [H-].[Na+].CO[C:5](=O)[C:6]1[CH:11]=[CH:10][CH:9]=[C:8]([O:12][CH2:13][CH2:14][CH2:15][N:16]2[CH2:21][CH2:20][CH2:19][CH2:18][CH2:17]2)[CH:7]=1.C([N:25]1C[CH2:28][CH2:27][C:26]1=O)=C.Cl.[OH-].[Na+]. (2) Given the product [Br:25][C:18]1[C:19]([O:21][CH2:22][C:23]#[CH:24])=[N:20][C:15]([NH:14][C:6]2[CH:5]=[C:4]([CH:9]=[C:8]([NH:10][CH2:11][CH2:12][OH:13])[CH:7]=2)[C:3]([OH:26])=[O:2])=[N:16][CH:17]=1, predict the reactants needed to synthesize it. The reactants are: C[O:2][C:3](=[O:26])[C:4]1[CH:9]=[C:8]([NH:10][CH2:11][CH2:12][OH:13])[CH:7]=[C:6]([NH:14][C:15]2[N:20]=[C:19]([O:21][CH2:22][C:23]#[CH:24])[C:18]([Br:25])=[CH:17][N:16]=2)[CH:5]=1. (3) Given the product [C:1]([O:5][C:6](=[O:19])[N:7]([CH2:24][CH:23]=[CH2:22])[C@@H:8]1[CH2:17][CH2:16][C:15]2[C:10](=[CH:11][CH:12]=[C:13]([Br:18])[CH:14]=2)[CH2:9]1)([CH3:4])([CH3:2])[CH3:3], predict the reactants needed to synthesize it. The reactants are: [C:1]([O:5][C:6](=[O:19])[NH:7][C@@H:8]1[CH2:17][CH2:16][C:15]2[C:10](=[CH:11][CH:12]=[C:13]([Br:18])[CH:14]=2)[CH2:9]1)([CH3:4])([CH3:3])[CH3:2].[H-].[Na+].[CH2:22](Br)[CH:23]=[CH2:24].O. (4) Given the product [Br:33][C:18]1[C:19]([NH:22][C@@H:23]2[C@@H:28]3[CH2:29][C@@H:25]([CH:26]=[CH:27]3)[C@@H:24]2[C:30]([NH2:32])=[O:31])=[C:20]2[N:21]=[C:7]([C:6]3[S:5][C:4]([N:9]4[CH2:13][CH2:12][CH2:11][CH2:10]4)=[N:3][C:2]=3[Cl:1])[NH:14][C:15]2=[N:16][CH:17]=1, predict the reactants needed to synthesize it. The reactants are: [Cl:1][C:2]1[N:3]=[C:4]([N:9]2[CH2:13][CH2:12][CH2:11][CH2:10]2)[S:5][C:6]=1[CH:7]=O.[NH2:14][C:15]1[C:20]([NH2:21])=[C:19]([NH:22][C@@H:23]2[C@@H:28]3[CH2:29][C@@H:25]([CH:26]=[CH:27]3)[C@@H:24]2[C:30]([NH2:32])=[O:31])[C:18]([Br:33])=[CH:17][N:16]=1.C([O-])(=O)C.[NH4+]. (5) Given the product [Br:1][C:2]1[CH:3]=[C:4]2[C:8](=[CH:9][CH:10]=1)[N:7]([C:17]([O:16][C:12]([CH3:15])([CH3:14])[CH3:13])=[O:18])[C:6]([CH3:11])=[CH:5]2, predict the reactants needed to synthesize it. The reactants are: [Br:1][C:2]1[CH:3]=[C:4]2[C:8](=[CH:9][CH:10]=1)[NH:7][C:6]([CH3:11])=[CH:5]2.[C:12]([O:16][C:17](=O)[O:18]C(C)(C)C)([CH3:15])([CH3:14])[CH3:13].CC#N. (6) Given the product [F:1][C:2]1[N:3]=[CH:4][CH:5]=[C:6]([F:8])[C:7]=1[C:29]([O:28][C:25]([CH3:27])([CH3:26])[CH3:24])=[O:30], predict the reactants needed to synthesize it. The reactants are: [F:1][C:2]1[CH:7]=[C:6]([F:8])[CH:5]=[CH:4][N:3]=1.[Li+].CC([N-]C(C)C)C.CCCCCCC.[CH3:24][C:25]([O:28][C:29](O[C:29]([O:28][C:25]([CH3:27])([CH3:26])[CH3:24])=[O:30])=[O:30])([CH3:27])[CH3:26]. (7) Given the product [C:61]([C:65]1[CH:66]=[C:67]2[C:72](=[CH:73][CH:74]=1)[C:71](=[O:75])[N:70]([CH2:76][C:18]1[CH:19]=[CH:20][C:15]([C:14]3[CH:13]=[CH:12][N:11]=[C:10]4[NH:36][C:7]([C:47]5[CH:48]=[CH:49][C:50]([C:53]([N:55]6[CH2:56][CH2:57][O:58][CH2:59][CH2:60]6)=[O:54])=[CH:51][CH:52]=5)=[N:8][C:9]=34)=[CH:16][CH:17]=1)[CH2:69][CH2:68]2)([CH3:64])([CH3:62])[CH3:63], predict the reactants needed to synthesize it. The reactants are: CN1C=C([C:7]2[NH:36][C:10]3=[N:11][CH:12]=[CH:13][C:14]([C:15]4[CH:20]=[CH:19][C:18](C5(NC(C6OC(C(C)(C)C)=NN=6)=O)CC5)=[CH:17][CH:16]=4)=[C:9]3[N:8]=2)C=N1.BrC1C=CN=C2NC([C:47]3[CH:52]=[CH:51][C:50]([C:53]([N:55]4[CH2:60][CH2:59][O:58][CH2:57][CH2:56]4)=[O:54])=[CH:49][CH:48]=3)=NC=12.[C:61]([C:65]1[CH:66]=[C:67]2[C:72](=[CH:73][CH:74]=1)[C:71](=[O:75])[N:70]([CH2:76]C1C=CC(B3OC(C)(C)C(C)(C)O3)=CC=1)[CH2:69][CH2:68]2)([CH3:64])([CH3:63])[CH3:62].P([O-])([O-])([O-])=O.[K+].[K+].[K+].C([O-])(=O)C.[Na+].C(#N)C. (8) Given the product [C:1]([CH2:5][C:6]1[CH:16]=[CH:15][C:9]([C:10]([O:12][CH2:13][CH3:14])=[O:11])=[CH:8][CH:7]=1)#[N:2], predict the reactants needed to synthesize it. The reactants are: [C-:1]#[N:2].[K+].Br[CH2:5][C:6]1[CH:16]=[CH:15][C:9]([C:10]([O:12][CH2:13][CH3:14])=[O:11])=[CH:8][CH:7]=1. (9) The reactants are: [O:1]=[C:2]([CH2:10][CH2:11][CH2:12][CH2:13][C:14]1[CH:23]=[CH:22][C:21]2[CH2:20][CH2:19][CH2:18][NH:17][C:16]=2[N:15]=1)[CH2:3]P(=O)(OC)OC.[F:24][C:25]1[CH:34]=[C:33]2[C:28]([CH:29]=[C:30]([CH:35]=O)[CH:31]=[N:32]2)=[CH:27][CH:26]=1.[Li+].[Cl-].C1CCN2C(=NCCC2)CC1. Given the product [F:24][C:25]1[CH:34]=[C:33]2[C:28]([CH:29]=[C:30](/[CH:35]=[CH:3]/[C:2](=[O:1])[CH2:10][CH2:11][CH2:12][CH2:13][C:14]3[CH:23]=[CH:22][C:21]4[CH2:20][CH2:19][CH2:18][NH:17][C:16]=4[N:15]=3)[CH:31]=[N:32]2)=[CH:27][CH:26]=1, predict the reactants needed to synthesize it. (10) Given the product [NH2:1][C:2]1[C:7]([Cl:8])=[C:6]([Cl:9])[N:5]=[C:4]([C:10]([NH:62][CH2:61][CH:58]2[CH2:59][CH2:60][N:55]([CH2:54][C:51]3[S:50][C:49]([C:44]4[CH:45]=[CH:46][CH:47]=[CH:48][N:43]=4)=[N:53][CH:52]=3)[CH2:56][CH2:57]2)=[O:12])[CH:3]=1, predict the reactants needed to synthesize it. The reactants are: [NH2:1][C:2]1[C:7]([Cl:8])=[C:6]([Cl:9])[N:5]=[C:4]([C:10]([OH:12])=O)[CH:3]=1.F[P-](F)(F)(F)(F)F.N1(O[P+](N(C)C)(N(C)C)N(C)C)C2C=CC=CC=2N=N1.Cl.Cl.Cl.[N:43]1[CH:48]=[CH:47][CH:46]=[CH:45][C:44]=1[C:49]1[S:50][C:51]([CH2:54][N:55]2[CH2:60][CH2:59][CH:58]([CH2:61][NH2:62])[CH2:57][CH2:56]2)=[CH:52][N:53]=1.C(=O)(O)[O-].[Na+].